This data is from Forward reaction prediction with 1.9M reactions from USPTO patents (1976-2016). The task is: Predict the product of the given reaction. (1) Given the reactants [F:1][C:2]([F:35])([F:34])[C:3]1[CH:8]=[CH:7][C:6]([CH:9]([C:24]2[CH:29]=[CH:28][C:27]([C:30]([F:33])([F:32])[F:31])=[CH:26][CH:25]=2)[O:10][C:11]2[CH:20]=[CH:19][C:18]([N+:21]([O-])=O)=[CH:17][C:12]=2[C:13]([O:15][CH3:16])=[O:14])=[CH:5][CH:4]=1.[Cl-].[Ca+2].[Cl-], predict the reaction product. The product is: [NH2:21][C:18]1[CH:19]=[CH:20][C:11]([O:10][CH:9]([C:6]2[CH:7]=[CH:8][C:3]([C:2]([F:1])([F:34])[F:35])=[CH:4][CH:5]=2)[C:24]2[CH:25]=[CH:26][C:27]([C:30]([F:31])([F:32])[F:33])=[CH:28][CH:29]=2)=[C:12]([CH:17]=1)[C:13]([O:15][CH3:16])=[O:14]. (2) Given the reactants [C:1]([Cl:4])(=O)C.Cl.[NH2:6][C@H:7]([CH:11]1[CH2:16][CH2:15][CH2:14][CH2:13][CH2:12]1)[C:8]([OH:10])=[O:9], predict the reaction product. The product is: [ClH:4].[CH3:1][O:9][C:8](=[O:10])[C@H:7]([NH2:6])[CH:11]1[CH2:16][CH2:15][CH2:14][CH2:13][CH2:12]1. (3) Given the reactants [Cl:1][C:2]1[CH:7]=[CH:6][C:5]([CH:8]([C:20]2[CH:25]=[CH:24][C:23]([Cl:26])=[CH:22][CH:21]=2)[C:9]2[CH:10]=[C:11]3[C:16](=[CH:17][CH:18]=2)[N:15]=[CH:14][N:13]=[C:12]3Cl)=[CH:4][CH:3]=1.Cl.Cl.[CH3:29][O:30][C:31]1[CH:36]=[CH:35][C:34]([N:37]2[CH2:42][CH2:41][CH:40]([NH2:43])[CH2:39][CH2:38]2)=[CH:33][CH:32]=1.CC(O)C, predict the reaction product. The product is: [Cl:1][C:2]1[CH:3]=[CH:4][C:5]([CH:8]([C:20]2[CH:21]=[CH:22][C:23]([Cl:26])=[CH:24][CH:25]=2)[C:9]2[CH:10]=[C:11]3[C:16](=[CH:17][CH:18]=2)[N:15]=[CH:14][N:13]=[C:12]3[NH:43][CH:40]2[CH2:41][CH2:42][N:37]([C:34]3[CH:35]=[CH:36][C:31]([O:30][CH3:29])=[CH:32][CH:33]=3)[CH2:38][CH2:39]2)=[CH:6][CH:7]=1. (4) Given the reactants [C:1](Cl)(=[O:8])[C:2]1[CH:7]=[CH:6][CH:5]=[CH:4][CH:3]=1.C(Cl)Cl.[I:13][C:14]1[CH:15]=[CH:16][C:17]([CH3:21])=[C:18]([CH:20]=1)[NH2:19].Cl, predict the reaction product. The product is: [I:13][C:14]1[CH:15]=[CH:16][C:17]([CH3:21])=[C:18]([NH:19][C:1](=[O:8])[C:2]2[CH:7]=[CH:6][CH:5]=[CH:4][CH:3]=2)[CH:20]=1. (5) Given the reactants [OH:1][C@@H:2]1[CH2:6][CH2:5][N:4]([C:7]2[CH:12]=[CH:11][C:10]([S:13]([NH:16][C:17]3[S:18][CH:19]=[CH:20][N:21]=3)(=[O:15])=[O:14])=[CH:9][CH:8]=2)[C:3]1=[O:22].[CH:23](N(CC)C(C)C)([CH3:25])[CH3:24].C(Br)C=C, predict the reaction product. The product is: [CH2:25]([N:16]([C:17]1[S:18][CH:19]=[CH:20][N:21]=1)[S:13]([C:10]1[CH:11]=[CH:12][C:7]([N:4]2[CH2:5][CH2:6][C@@H:2]([OH:1])[C:3]2=[O:22])=[CH:8][CH:9]=1)(=[O:14])=[O:15])[CH:23]=[CH2:24]. (6) Given the reactants [Cl:1][C:2]1[N:10]=[CH:9][CH:8]=[CH:7][C:3]=1C(O)=O.C1C=[CH:13][C:14]2N(O)N=[N:17][C:15]=2C=1.C[CH2:22][N:23]([CH:27](C)C)[CH:24](C)C.[NH:30]1CCNCC1.[CH3:36][N:37]([CH:39]=[O:40])[CH3:38], predict the reaction product. The product is: [Cl:1][C:2]1[N:10]=[CH:9][C:8]([C:39]([N:37]2[CH2:38][CH2:24][N:23]([C:22]3[N:17]=[CH:15][CH:14]=[CH:13][N:30]=3)[CH2:27][CH2:36]2)=[O:40])=[CH:7][CH:3]=1. (7) Given the reactants [NH2:1][C:2]1[CH:7]=[CH:6][C:5]([C:8]2[CH:13]=[CH:12][C:11]([C:14]([C@@H:16]3[CH2:19][CH2:18][C@H:17]3[C:20]([O:22]C)=[O:21])=[O:15])=[CH:10][CH:9]=2)=[CH:4][CH:3]=1.Cl[C:25]1[S:26][C:27]2[CH:33]=[C:32]([Cl:34])[CH:31]=[CH:30][C:28]=2[N:29]=1.[OH-].[Na+], predict the reaction product. The product is: [Cl:34][C:32]1[CH:31]=[CH:30][C:28]2[N:29]=[C:25]([NH:1][C:2]3[CH:7]=[CH:6][C:5]([C:8]4[CH:13]=[CH:12][C:11]([C:14]([C@@H:16]5[CH2:19][CH2:18][C@H:17]5[C:20]([OH:22])=[O:21])=[O:15])=[CH:10][CH:9]=4)=[CH:4][CH:3]=3)[S:26][C:27]=2[CH:33]=1. (8) The product is: [IH:29].[IH:29].[N:11]1([C:15]2[N:19]([CH2:20][CH2:21][CH2:22][CH2:23][CH3:24])[C:18]3[CH:25]=[CH:26][CH:27]=[CH:28][C:17]=3[N:16]=2)[CH2:12][CH2:13][CH2:14][NH:8][CH2:9][CH2:10]1. Given the reactants C(OC([N:8]1[CH2:14][CH2:13][CH2:12][N:11]([C:15]2[N:19]([CH2:20][CH2:21][CH2:22][CH2:23][CH3:24])[C:18]3[CH:25]=[CH:26][CH:27]=[CH:28][C:17]=3[N:16]=2)[CH2:10][CH2:9]1)=O)(C)(C)C.[IH:29], predict the reaction product.